This data is from Reaction yield outcomes from USPTO patents with 853,638 reactions. The task is: Predict the reaction yield, written as a fraction of the theoretical maximum amount of product (1.0 means a 100% yield; for example, 0.34 means a 34% yield). (1) The reactants are [CH3:1][O:2][C:3]1[CH:4]=[C:5]([C:11]#[C:12][C:13]2[NH:21][C:20]3[C:19](=[O:22])[N:18]([CH2:23][C:24]#[CH:25])[C:17](=[O:26])[NH:16][C:15]=3[N:14]=2)[CH:6]=[CH:7][C:8]=1[O:9][CH3:10].[CH2:27](N(CC)CC)C.CS(OC)(=O)=O.Cl.COC1C=C(C#CC2N(C)C3C(=O)N(CC#C)C(=O)NC=3N=2)C=CC=1OC.COC1C=C(C#CC2N(C)C3C(=O)N(CC#C)C(=O)N(C)C=3N=2)C=CC=1OC.C(=O)([O-])[O-].[K+].[K+].[C:102]([O:108][CH2:109]Cl)(=[O:107])[C:103]([CH3:106])([CH3:105])[CH3:104]. The catalyst is CN(C=O)C.O.ClCCl.CO. The product is [C:102]([O:108][CH2:109][N:16]1[C:15]2[N:14]=[C:13]([C:12]#[C:11][C:5]3[CH:6]=[CH:7][C:8]([O:9][CH3:10])=[C:3]([O:2][CH3:1])[CH:4]=3)[N:21]([CH3:27])[C:20]=2[C:19](=[O:22])[N:18]([CH2:23][C:24]#[CH:25])[C:17]1=[O:26])(=[O:107])[C:103]([CH3:106])([CH3:105])[CH3:104]. The yield is 0.790. (2) The reactants are O.[Na+].[CH2:3]([S:11]([O-:14])(=[O:13])=[O:12])[CH2:4][CH2:5][CH2:6][CH2:7][CH2:8][CH2:9][CH3:10].[CH3:15][C@@H:16]1[O:21][C@@H:20]([O:22][C@@H:23]2[C:28]3=[C:29]([OH:46])[C:30]4[C:42](=[O:43])[C:41]5[C:36](=[CH:37][CH:38]=[CH:39][C:40]=5[O:44][CH3:45])[C:34](=[O:35])[C:31]=4[C:32]([OH:33])=[C:27]3[CH2:26][C@@:25]([OH:51])([C:47]([CH2:49][OH:50])=[O:48])[CH2:24]2)[CH2:19][C@H:18]([NH2:52])[C@@H:17]1[OH:53].Cl. The catalyst is O. The product is [CH3:15][C@@H:16]1[O:21][C@@H:20]([O:22][C@@H:23]2[C:28]3=[C:29]([OH:46])[C:30]4[C:42](=[O:43])[C:41]5[C:36](=[CH:37][CH:38]=[CH:39][C:40]=5[O:44][CH3:45])[C:34](=[O:35])[C:31]=4[C:32]([OH:33])=[C:27]3[CH2:26][C@@:25]([OH:51])([C:47]([CH2:49][OH:50])=[O:48])[CH2:24]2)[CH2:19][C@H:18]([NH2:52])[C@@H:17]1[OH:53].[CH2:3]([S:11]([O-:14])(=[O:12])=[O:13])[CH2:4][CH2:5][CH2:6][CH2:7][CH2:8][CH2:9][CH3:10]. The yield is 0.850. (3) The reactants are [CH2:1]([CH:8]1[C:14](=[O:15])[CH2:13][CH:12]2[CH2:16][CH:9]1[CH2:10][CH2:11]2)[C:2]1[CH:7]=[CH:6][CH:5]=[CH:4][N:3]=1.CC([O-])(C)C.[K+].C1COCC1.[N:28](OCCC(C)C)=[O:29].Cl. The catalyst is C1COCC1. The product is [CH2:1]([CH:8]1[C:14](=[O:15])[C:13](=[N:28][OH:29])[CH:12]2[CH2:16][CH:9]1[CH2:10][CH2:11]2)[C:2]1[CH:7]=[CH:6][CH:5]=[CH:4][N:3]=1. The yield is 0.410. (4) The reactants are CO[C:3]([CH2:5][CH2:6][C@H:7]([NH2:11])[C:8]([OH:10])=[O:9])=[O:4].C(CC(=O)C)(=O)C.S([O-])([O-])(=O)=O.[Na+].[Na+].[CH2:26]([NH2:28])[CH3:27]. The catalyst is CO. The product is [NH2:11][C@H:7]([C:8]([OH:10])=[O:9])[CH2:6][CH2:5][C:3]([NH:28][CH2:26][CH3:27])=[O:4]. The yield is 0.370. (5) The reactants are Cl[C:2]1[N:3]=[C:4]([N:15]2[CH2:20][CH2:19][O:18][CH2:17][CH2:16]2)[C:5]2[S:10][C:9]([CH2:11][NH:12][CH3:13])=[C:8]([CH3:14])[C:6]=2[N:7]=1.[CH3:21][S:22](Cl)(=[O:24])=[O:23].CC1(C)C(C)(C)OB([C:34]2[CH:42]=[CH:41][CH:40]=[C:39]3[C:35]=2[CH:36]=[N:37][NH:38]3)O1. No catalyst specified. The product is [NH:38]1[C:39]2[C:35](=[C:34]([C:2]3[N:3]=[C:4]([N:15]4[CH2:20][CH2:19][O:18][CH2:17][CH2:16]4)[C:5]4[S:10][C:9]([CH2:11][N:12]([S:22]([CH3:21])(=[O:24])=[O:23])[CH3:13])=[C:8]([CH3:14])[C:6]=4[N:7]=3)[CH:42]=[CH:41][CH:40]=2)[CH:36]=[N:37]1. The yield is 0.290.